The task is: Predict the reaction yield, written as a fraction of the theoretical maximum amount of product (1.0 means a 100% yield; for example, 0.34 means a 34% yield).. This data is from Reaction yield outcomes from USPTO patents with 853,638 reactions. The reactants are [NH2:1][C:2]1[C:3](/[C:9](=[N:11]\[O:12][C:13](=O)[CH3:14])/[NH2:10])=[N:4][C:5]([Br:8])=[CH:6][N:7]=1.CC(O)=O.C([O-])(O)=O.[Na+]. The catalyst is O. The product is [Br:8][C:5]1[N:4]=[C:3]([C:9]2[N:10]=[C:13]([CH3:14])[O:12][N:11]=2)[C:2]([NH2:1])=[N:7][CH:6]=1. The yield is 0.660.